The task is: Predict the reaction yield, written as a fraction of the theoretical maximum amount of product (1.0 means a 100% yield; for example, 0.34 means a 34% yield).. This data is from Reaction yield outcomes from USPTO patents with 853,638 reactions. The product is [CH3:24][O:25][C:26](=[O:55])[NH:27][CH:28]([C:32]([N:34]1[CH2:38][CH2:37][CH2:36][CH:35]1[C:39]1[NH:40][C:41]([C:44]2[CH:53]=[CH:52][C:51]3[C:46](=[CH:47][CH:48]=[C:49]([C:22]#[C:21][C:18]4[NH:17][C:16]([CH:12]5[CH2:13][CH2:14][CH2:15][N:11]5[C:9](=[O:10])[CH:5]([NH:4][C:3]([O:2][CH3:1])=[O:23])[CH:6]([CH3:8])[CH3:7])=[N:20][CH:19]=4)[CH:50]=3)[CH:45]=2)=[CH:42][N:43]=1)=[O:33])[CH:29]([CH3:31])[CH3:30]. The catalyst is CN(C=O)C.C1C=CC([P]([Pd]([P](C2C=CC=CC=2)(C2C=CC=CC=2)C2C=CC=CC=2)([P](C2C=CC=CC=2)(C2C=CC=CC=2)C2C=CC=CC=2)[P](C2C=CC=CC=2)(C2C=CC=CC=2)C2C=CC=CC=2)(C2C=CC=CC=2)C2C=CC=CC=2)=CC=1.[Cu]I. The reactants are [CH3:1][O:2][C:3](=[O:23])[NH:4][CH:5]([C:9]([N:11]1[CH2:15][CH2:14][CH2:13][CH:12]1[C:16]1[NH:17][C:18]([C:21]#[CH:22])=[CH:19][N:20]=1)=[O:10])[CH:6]([CH3:8])[CH3:7].[CH3:24][O:25][C:26](=[O:55])[NH:27][CH:28]([C:32]([N:34]1[CH2:38][CH2:37][CH2:36][CH:35]1[C:39]1[NH:40][C:41]([C:44]2[CH:53]=[CH:52][C:51]3[C:46](=[CH:47][CH:48]=[C:49](Br)[CH:50]=3)[CH:45]=2)=[CH:42][N:43]=1)=[O:33])[CH:29]([CH3:31])[CH3:30].C(N(CC)CC)C. The yield is 0.200.